Dataset: CYP2C9 inhibition data for predicting drug metabolism from PubChem BioAssay. Task: Regression/Classification. Given a drug SMILES string, predict its absorption, distribution, metabolism, or excretion properties. Task type varies by dataset: regression for continuous measurements (e.g., permeability, clearance, half-life) or binary classification for categorical outcomes (e.g., BBB penetration, CYP inhibition). Dataset: cyp2c9_veith. (1) The compound is Cc1ccnc(NS(=O)(=O)c2ccc(NC(=O)C3CCCNC3=O)cc2)n1. The result is 0 (non-inhibitor). (2) The drug is O=C(NCC1CCCO1)C(c1cccnc1)N(C(=O)Cc1cccs1)c1cccnc1. The result is 0 (non-inhibitor). (3) The drug is COc1cc(C2N(c3cc(C)on3)C(=O)C3CCCN32)cc(OC)c1OC. The result is 0 (non-inhibitor). (4) The compound is O=C(O)c1cc(C(=O)O)cc(N2C(=O)c3ccccc3C2=O)c1. The result is 0 (non-inhibitor). (5) The molecule is Cc1cc(C)n(-c2ccc(F)cc2)c(=O)c1C(=O)O. The result is 0 (non-inhibitor). (6) The compound is COC(=O)[C@@]1(Cc2ccc(OC)cc2)[C@H]2c3cc(C(=O)N4CCCC4)n(Cc4ccccn4)c3C[C@H]2CN1C(=O)c1ccccc1. The result is 1 (inhibitor). (7) The drug is COc1cc(-c2ccc(=O)[nH]n2)ccc1OC(F)F. The result is 0 (non-inhibitor). (8) The molecule is CCOC(=O)NC(NC(=O)OCC)C(=O)c1ccc(F)cc1. The result is 0 (non-inhibitor). (9) The molecule is COc1ccccc1-c1ccc2ncnc(NCCN3CCOCC3)c2c1. The result is 0 (non-inhibitor).